Dataset: Tox21: 12 toxicity assays (nuclear receptors and stress response pathways). Task: Binary classification across 12 toxicity assays. (1) The molecule is CC(C)OC(=O)C(C(=O)OC(C)C)=C1SC=CS1. It tested positive (active) for: SR-MMP (Mitochondrial Membrane Potential disruption). (2) The drug is Cc1ccc2nc(N)[nH]c(=O)c2c1Sc1ccncc1. It tested positive (active) for: NR-AhR (Aryl hydrocarbon Receptor agonist activity), SR-ARE (Antioxidant Response Element (oxidative stress)), and SR-p53 (p53 tumor suppressor activation). (3) The molecule is COc1ccc(N=[N+]([O-])c2ccc(OC)cc2)cc1. It tested positive (active) for: NR-AR (Androgen Receptor agonist activity), NR-AhR (Aryl hydrocarbon Receptor agonist activity), NR-ER (Estrogen Receptor agonist activity), SR-ARE (Antioxidant Response Element (oxidative stress)), and SR-ATAD5 (ATAD5 genotoxicity (DNA damage)). (4) The molecule is Cc1cc(C(F)(C(F)(F)F)C(F)(F)F)ccc1NC(=O)c1cccc(I)c1C(=O)NC(C)(C)CS(C)(=O)=O. It tested positive (active) for: SR-HSE (Heat Shock Element response), and SR-MMP (Mitochondrial Membrane Potential disruption).